This data is from Forward reaction prediction with 1.9M reactions from USPTO patents (1976-2016). The task is: Predict the product of the given reaction. (1) Given the reactants Br[C:2]1[CH:7]=[CH:6][C:5]([CH:8]([CH2:11][C:12]2[CH:17]=[CH:16][C:15]([O:18][CH2:19][CH2:20][O:21][C:22]3[C:27]([Cl:28])=[CH:26][C:25]([CH3:29])=[CH:24][C:23]=3[Cl:30])=[CH:14][CH:13]=2)[C:9]#[N:10])=[C:4](F)[CH:3]=1.[Cl:32][C:33]1[CH:38]=[CH:37][CH:36]=[CH:35][C:34]=1B(O)O.C([O-])([O-])=O.[Na+].[Na+], predict the reaction product. The product is: [Cl:32][C:33]1[CH:38]=[CH:37][CH:36]=[CH:35][C:34]=1[C:2]1[CH:3]=[CH:4][C:5]([CH:8]([CH2:11][C:12]2[CH:13]=[CH:14][C:15]([O:18][CH2:19][CH2:20][O:21][C:22]3[C:23]([Cl:30])=[CH:24][C:25]([CH3:29])=[CH:26][C:27]=3[Cl:28])=[CH:16][CH:17]=2)[C:9]#[N:10])=[CH:6][CH:7]=1. (2) Given the reactants [C:1]([Cl:9])(=[O:8])[C:2]1[CH:7]=[CH:6][CH:5]=[CH:4][CH:3]=1.[CH2:10]([N:12]1[C:18](=[O:19])[C:17]([CH3:21])([CH3:20])[C:16](=[O:22])[N:15]([CH3:23])[C:14]2[CH:24]=[C:25]([CH2:28][NH:29][CH2:30][CH2:31][C:32]3[CH:33]=[N:34][CH:35]=[CH:36][CH:37]=3)[CH:26]=[CH:27][C:13]1=2)[CH3:11].C(=O)([O-])O.[Na+].C(O)C.Cl, predict the reaction product. The product is: [ClH:9].[CH2:10]([N:12]1[C:18](=[O:19])[C:17]([CH3:21])([CH3:20])[C:16](=[O:22])[N:15]([CH3:23])[C:14]2[CH:24]=[C:25]([CH2:28][N:29]([CH2:30][CH2:31][C:32]3[CH:33]=[N:34][CH:35]=[CH:36][CH:37]=3)[C:1](=[O:8])[C:2]3[CH:7]=[CH:6][CH:5]=[CH:4][CH:3]=3)[CH:26]=[CH:27][C:13]1=2)[CH3:11]. (3) The product is: [C:1]([C:3]1[N:8]=[CH:7][C:6]([C:9]2[CH:18]=[CH:17][C:12]([C:13]([OH:15])=[O:14])=[CH:11][CH:10]=2)=[CH:5][CH:4]=1)#[N:2]. Given the reactants [C:1]([C:3]1[N:8]=[CH:7][C:6]([C:9]2[CH:18]=[CH:17][C:12]([C:13]([O:15]C)=[O:14])=[CH:11][CH:10]=2)=[CH:5][CH:4]=1)#[N:2].[Li+].[OH-].Cl, predict the reaction product.